Dataset: Catalyst prediction with 721,799 reactions and 888 catalyst types from USPTO. Task: Predict which catalyst facilitates the given reaction. (1) Reactant: [CH:1]([C:4]1[C:8]([CH2:9][CH2:10][CH2:11][OH:12])=[CH:7][N:6]([C:13]2[CH:18]=[CH:17][C:16]([C:19]([F:22])([F:21])[F:20])=[CH:15][N:14]=2)[N:5]=1)([CH3:3])[CH3:2].[CH:23]1([N:29]2[CH:33]=[C:32]([CH2:34][C:35]([O:37]CC)=[O:36])[C:31](O)=[N:30]2)[CH2:28][CH2:27][CH2:26][CH2:25][CH2:24]1.C(P(CCCC)CCCC)CCC.N(C(N1CCCCC1)=O)=NC(N1CCCCC1)=O. Product: [CH:23]1([N:29]2[CH:33]=[C:32]([CH2:34][C:35]([OH:37])=[O:36])[C:31]([O:12][CH2:11][CH2:10][CH2:9][C:8]3[C:4]([CH:1]([CH3:3])[CH3:2])=[N:5][N:6]([C:13]4[CH:18]=[CH:17][C:16]([C:19]([F:21])([F:20])[F:22])=[CH:15][N:14]=4)[CH:7]=3)=[N:30]2)[CH2:24][CH2:25][CH2:26][CH2:27][CH2:28]1. The catalyst class is: 7. (2) Reactant: C(OC([N:8]1[CH2:23][CH2:22][C:11]2([CH2:15][N:14]([CH2:16][C:17]([O:19][CH3:20])=[O:18])[C:13](=[O:21])[CH2:12]2)[CH2:10][CH2:9]1)=O)(C)(C)C.C(O)([C:26]([F:29])([F:28])[F:27])=O. Product: [F:27][C:26]([CH2:16][C:17]([OH:19])=[O:18])([F:29])[F:28].[O:21]=[C:13]1[CH2:12][C:11]2([CH2:22][CH2:23][NH:8][CH2:9][CH2:10]2)[CH2:15][N:14]1[CH2:16][C:17]([O:19][CH3:20])=[O:18]. The catalyst class is: 2.